From a dataset of Catalyst prediction with 721,799 reactions and 888 catalyst types from USPTO. Predict which catalyst facilitates the given reaction. (1) Product: [C:2]1([C:1]2[S:8][C:17]3=[CH:18][N:19]=[CH:20][CH:13]=[C:14]3[C:15]=2[NH2:16])[CH:7]=[CH:6][CH:5]=[CH:4][CH:3]=1. The catalyst class is: 3. Reactant: [CH2:1]([SH:8])[C:2]1[CH:7]=[CH:6][CH:5]=[CH:4][CH:3]=1.C[O-].[Na+].Br[C:13]1[CH:20]=[N:19][CH:18]=[CH:17][C:14]=1[C:15]#[N:16]. (2) Reactant: Br[CH2:2][C:3]#[N:4].C(N(CC)C(C)C)(C)C.[C:14]([O:18][C:19]([NH:21][C@@H:22]([CH2:26][CH2:27][CH2:28][CH2:29][NH:30][S:31][C:32]1[C:37]([N+:38]([O-:40])=[O:39])=[CH:36][CH:35]=[CH:34][N:33]=1)[C:23]([OH:25])=[O:24])=[O:20])([CH3:17])([CH3:16])[CH3:15]. Product: [C:14]([O:18][C:19]([NH:21][C@@H:22]([CH2:26][CH2:27][CH2:28][CH2:29][NH:30][S:31][C:32]1[C:37]([N+:38]([O-:40])=[O:39])=[CH:36][CH:35]=[CH:34][N:33]=1)[C:23]([O:25][CH2:2][C:3]#[N:4])=[O:24])=[O:20])([CH3:17])([CH3:15])[CH3:16]. The catalyst class is: 10. (3) Reactant: [NH2:1][C:2]1[N:10]=[CH:9][C:8]([Cl:11])=[CH:7][C:3]=1[C:4]([NH2:6])=[O:5].[Br:12][C:13]1[CH:18]=[CH:17][C:16]([CH2:19]Br)=[CH:15][C:14]=1[S:21]([CH3:24])(=[O:23])=[O:22].C(OCC)(=O)C. Product: [ClH:11].[Br:12][C:13]1[CH:18]=[CH:17][C:16]([CH2:19][N:10]2[CH:9]=[C:8]([Cl:11])[CH:7]=[C:3]([C:4]([NH2:6])=[O:5])[C:2]2=[NH:1])=[CH:15][C:14]=1[S:21]([CH3:24])(=[O:22])=[O:23]. The catalyst class is: 3. (4) Reactant: [C:1]([NH:13][C@H:14]([C:19]([OH:21])=[O:20])[CH2:15][C:16](=O)[NH2:17])(=[O:12])[C:2]1[CH:11]=[CH:10][C:9]2[C:4](=[CH:5][CH:6]=[CH:7][CH:8]=2)[N:3]=1.C(N(CC)C(C)C)(C)C.C1(N=C=NC2CCCCC2)CCCCC1. Product: [C:1]([NH:13][C@H:14]([C:19]([OH:21])=[O:20])[CH2:15][C:16]#[N:17])(=[O:12])[C:2]1[CH:11]=[CH:10][C:9]2[C:4](=[CH:5][CH:6]=[CH:7][CH:8]=2)[N:3]=1. The catalyst class is: 22. (5) Reactant: [CH3:1][N:2]1[C:10]2[CH:9]=[CH:8][C:7]([CH3:11])=[CH:6][C:5]=2[C:4]2[CH2:12][C:13]3[C:18]([C:3]1=2)=[CH:17][CH:16]=[CH:15][C:14]=3[Li].[Cl-:20].[Cl-].[Cl-].[Cl-].[Zr+4:24]. The catalyst class is: 27. Product: [Cl-:20].[Cl-:20].[CH3:1][N:2]1[C:10]2[CH:9]=[CH:8][C:7]([CH3:11])=[CH:6][C:5]=2[C:4]2[CH2:12][C:13]3[C:18]([C:3]1=2)=[CH:17][CH:16]=[CH:15][C:14]=3[Zr+2:24][C:14]1[CH:15]=[CH:16][CH:17]=[C:18]2[C:13]=1[CH2:12][C:4]1[C:5]3[CH:6]=[C:7]([CH3:11])[CH:8]=[CH:9][C:10]=3[N:2]([CH3:1])[C:3]=12. (6) Reactant: Br[C:2]1[CH:7]=[CH:6][CH:5]=[CH:4][C:3]=1/[CH:8]=[CH:9]/[C:10]([O:12][CH2:13][CH3:14])=[O:11].[C:15]1(=[O:24])[C:23]2[C:18](=[CH:19][CH:20]=[CH:21][CH:22]=2)[CH2:17][NH:16]1.[O-]P([O-])([O-])=O.[K+].[K+].[K+].CN[C@@H]1CCCC[C@H]1NC. Product: [O:24]=[C:15]1[C:23]2[C:18](=[CH:19][CH:20]=[CH:21][CH:22]=2)[CH2:17][N:16]1[C:2]1[CH:7]=[CH:6][CH:5]=[CH:4][C:3]=1/[CH:8]=[CH:9]/[C:10]([O:12][CH2:13][CH3:14])=[O:11]. The catalyst class is: 122. (7) Reactant: [NH:1]1[CH:5]=[CH:4][N:3]=[C:2]1[CH:6]=[O:7].I[CH2:9][CH2:10][CH3:11].[H-].[Na+]. Product: [CH2:9]([N:1]1[CH:5]=[CH:4][N:3]=[C:2]1[CH:6]=[O:7])[CH2:10][CH3:11]. The catalyst class is: 3. (8) Reactant: [CH3:1][O:2][C:3]([C:5]1[N:14]([CH:15]2[CH2:19][CH2:18][CH2:17][CH2:16]2)[C:8]2[N:9]=[C:10](Cl)[N:11]=[CH:12][C:7]=2[C:6]=1[CH3:20])=[O:4].[C:21]([O:25][C:26]([N:28]1[CH2:33][CH2:32][N:31]([C:34]2[CH:35]=[N:36][C:37]([NH2:40])=[CH:38][CH:39]=2)[CH2:30][CH2:29]1)=[O:27])([CH3:24])([CH3:23])[CH3:22].CC1(C)C2C(=C(P(C3C=CC=CC=3)C3C=CC=CC=3)C=CC=2)OC2C(P(C3C=CC=CC=3)C3C=CC=CC=3)=CC=CC1=2.C(=O)([O-])[O-].[Cs+].[Cs+]. Product: [CH3:1][O:2][C:3]([C:5]1[N:14]([CH:15]2[CH2:19][CH2:18][CH2:17][CH2:16]2)[C:8]2[N:9]=[C:10]([NH:40][C:37]3[CH:38]=[CH:39][C:34]([N:31]4[CH2:32][CH2:33][N:28]([C:26]([O:25][C:21]([CH3:24])([CH3:23])[CH3:22])=[O:27])[CH2:29][CH2:30]4)=[CH:35][N:36]=3)[N:11]=[CH:12][C:7]=2[C:6]=1[CH3:20])=[O:4]. The catalyst class is: 62.